From a dataset of Reaction yield outcomes from USPTO patents with 853,638 reactions. Predict the reaction yield, written as a fraction of the theoretical maximum amount of product (1.0 means a 100% yield; for example, 0.34 means a 34% yield). (1) The reactants are [Cl:1][C:2]1[C:7](Cl)=[CH:6][C:5]([NH2:9])=[C:4]([N+:10]([O-:12])=[O:11])[CH:3]=1.CN(C=O)C.C([O-])([O-])=O.[K+].[K+].[C:24]1([CH2:30][SH:31])[CH:29]=[CH:28][CH:27]=[CH:26][CH:25]=1. The catalyst is CCOC(C)=O. The product is [CH2:30]([S:31][C:7]1[C:2]([Cl:1])=[CH:3][C:4]([N+:10]([O-:12])=[O:11])=[C:5]([NH2:9])[CH:6]=1)[C:24]1[CH:29]=[CH:28][CH:27]=[CH:26][CH:25]=1. The yield is 0.560. (2) The reactants are [Cl:1][C:2]1[CH:7]=[CH:6][CH:5]=[CH:4][C:3]=1[C:8]1[N:13]=[N:12][C:11]([NH:14][NH:15][C:16](=O)[CH2:17][C:18]2[CH:23]=[CH:22][CH:21]=[CH:20][CH:19]=2)=[CH:10][C:9]=1[C:25]1[CH:30]=[CH:29][C:28]([Cl:31])=[CH:27][CH:26]=1.[Cl-].[Cl-].C1(P(C2C=CC=CC=2)C2C=CC=CC=2)C=CC=CC=1.ClC1C=CC=CC=1C1C(C2C=CC(Cl)=CC=2)=CC2N(C(CC3CCCCC3)=NN=2)N=1. No catalyst specified. The product is [CH2:17]([C:16]1[N:12]2[N:13]=[C:8]([C:3]3[CH:4]=[CH:5][CH:6]=[CH:7][C:2]=3[Cl:1])[C:9]([C:25]3[CH:30]=[CH:29][C:28]([Cl:31])=[CH:27][CH:26]=3)=[CH:10][C:11]2=[N:14][N:15]=1)[C:18]1[CH:23]=[CH:22][CH:21]=[CH:20][CH:19]=1. The yield is 0.540. (3) The reactants are [O-]CC.[Na+].Cl.[CH:6]1([NH:11][C:12]([NH2:14])=[NH:13])[CH2:10][CH2:9][CH2:8][CH2:7]1.[Cl:15][C:16]1[CH:21]=[CH:20][N:19]2[N:22]=[C:23]([C:29]3[CH:34]=[CH:33][C:32]([O:35][CH3:36])=[CH:31][CH:30]=3)[C:24]([C:25](=O)[C:26]#[CH:27])=[C:18]2[CH:17]=1. The catalyst is C(O)C. The product is [Cl:15][C:16]1[CH:21]=[CH:20][N:19]2[N:22]=[C:23]([C:29]3[CH:30]=[CH:31][C:32]([O:35][CH3:36])=[CH:33][CH:34]=3)[C:24]([C:25]3[CH:26]=[CH:27][N:14]=[C:12]([NH:11][CH:6]4[CH2:10][CH2:9][CH2:8][CH2:7]4)[N:13]=3)=[C:18]2[CH:17]=1. The yield is 0.660. (4) The reactants are Cl.[NH2:2][C@@H:3]([CH2:8][NH:9][C:10]([O:12][C:13]([CH3:16])([CH3:15])[CH3:14])=[O:11])[C:4]([O:6][CH3:7])=[O:5].[CH2:17]([N:24]([CH2:28][CH2:29]Cl)[CH2:25][CH2:26]Cl)[C:18]1[CH:23]=[CH:22][CH:21]=[CH:20][CH:19]=1. The catalyst is C(N(CC)C(C)C)(C)C. The product is [CH2:17]([N:24]1[CH2:28][CH2:29][N:2]([C@@H:3]([CH2:8][NH:9][C:10]([O:12][C:13]([CH3:16])([CH3:15])[CH3:14])=[O:11])[C:4]([O:6][CH3:7])=[O:5])[CH2:26][CH2:25]1)[C:18]1[CH:23]=[CH:22][CH:21]=[CH:20][CH:19]=1. The yield is 0.640. (5) The reactants are [Br:1][C:2]1[CH:3]=[CH:4][C:5](=[C:8]2[C:13](=[O:14])OC(C)(C)OC2=O)[NH:6][CH:7]=1.[CH2:18]([NH2:25])[C:19]1[CH:24]=[CH:23][CH:22]=[CH:21][CH:20]=1. The catalyst is C1(C)C=CC=CC=1. The product is [CH2:18]([NH:25][C:13](=[O:14])[CH2:8][C:5]1[CH:4]=[CH:3][C:2]([Br:1])=[CH:7][N:6]=1)[C:19]1[CH:24]=[CH:23][CH:22]=[CH:21][CH:20]=1. The yield is 0.960. (6) The reactants are C([NH:5][S:6]([C:9]1[CH:14]=[CH:13][CH:12]=[C:11]([C:15]2[CH:20]=[C:19]([C:21]3[N:26]=[C:25]([C:27]([F:30])([F:29])[F:28])[CH:24]=[C:23]([C:31]4[CH:36]=[CH:35][CH:34]=[C:33]([C:37]([F:40])([F:39])[F:38])[CH:32]=4)[N:22]=3)[CH:18]=[CH:17][N:16]=2)[CH:10]=1)(=[O:8])=[O:7])(C)(C)C.C(O)(C(F)(F)F)=O. The catalyst is ClCCl. The product is [F:30][C:27]([F:28])([F:29])[C:25]1[CH:24]=[C:23]([C:31]2[CH:36]=[CH:35][CH:34]=[C:33]([C:37]([F:40])([F:39])[F:38])[CH:32]=2)[N:22]=[C:21]([C:19]2[CH:18]=[CH:17][N:16]=[C:15]([C:11]3[CH:10]=[C:9]([S:6]([NH2:5])(=[O:8])=[O:7])[CH:14]=[CH:13][CH:12]=3)[CH:20]=2)[N:26]=1. The yield is 0.650. (7) The yield is 0.750. The catalyst is C(#N)C. The product is [C:32]([O:31][C:29](=[O:30])[N:9]([CH2:8][C:5]1[CH:6]=[N:7][C:2]([F:1])=[CH:3][C:4]=1[I:11])[CH3:10])([CH3:33])([CH3:34])[CH3:35]. The reactants are [F:1][C:2]1[N:7]=[CH:6][C:5]([CH2:8][NH:9][CH3:10])=[C:4]([I:11])[CH:3]=1.C(N(C(C)C)CC)(C)C.[C:32]([O:31][C:29](O[C:29]([O:31][C:32]([CH3:35])([CH3:34])[CH3:33])=[O:30])=[O:30])([CH3:35])([CH3:34])[CH3:33].